This data is from Full USPTO retrosynthesis dataset with 1.9M reactions from patents (1976-2016). The task is: Predict the reactants needed to synthesize the given product. (1) Given the product [CH3:1][C:2]1[CH:3]=[C:4]([C:12]2[CH:13]=[C:14]([C:15]([F:18])([F:17])[F:16])[N:23]3[N:24]=[CH:25][C:26]([C:27]4[CH:32]=[C:31]([CH3:33])[N:30]=[C:29]([CH3:34])[CH:28]=4)=[C:22]3[N:21]=2)[CH:5]=[CH:6][C:7]=1[C:8]([F:11])([F:10])[F:9], predict the reactants needed to synthesize it. The reactants are: [CH3:1][C:2]1[CH:3]=[C:4]([C:12](=O)[CH2:13][C:14](=O)[C:15]([F:18])([F:17])[F:16])[CH:5]=[CH:6][C:7]=1[C:8]([F:11])([F:10])[F:9].[NH2:21][C:22]1[C:26]([C:27]2[CH:32]=[C:31]([CH3:33])[N:30]=[C:29]([CH3:34])[CH:28]=2)=[CH:25][NH:24][N:23]=1. (2) Given the product [OH:8][C@H:9]1[CH2:13][O:12][CH2:11][C@H:10]1[NH:14][C:15](=[O:24])[O:16][CH2:17][C:18]1[CH:19]=[CH:20][CH:21]=[CH:22][CH:23]=1, predict the reactants needed to synthesize it. The reactants are: [Si]([O:8][C@H:9]1[CH2:13][O:12][CH2:11][C@H:10]1[NH:14][C:15](=[O:24])[O:16][CH2:17][C:18]1[CH:23]=[CH:22][CH:21]=[CH:20][CH:19]=1)(C(C)(C)C)(C)C.[F-].C([N+](CCCC)(CCCC)CCCC)CCC. (3) Given the product [CH3:13][O:12][C:8]1[CH:7]=[C:6]2[C:11](=[CH:10][CH:9]=1)[C:2]([C:23]1[CH:24]=[CH:25][CH:26]=[CH:27][C:22]=1[O:21][CH3:20])=[N:3][C:4]([NH:14][C:15]1[CH:19]=[CH:18][NH:17][N:16]=1)=[CH:5]2, predict the reactants needed to synthesize it. The reactants are: Cl[C:2]1[C:11]2[C:6](=[CH:7][C:8]([O:12][CH3:13])=[CH:9][CH:10]=2)[CH:5]=[C:4]([NH:14][C:15]2[CH:19]=[CH:18][NH:17][N:16]=2)[N:3]=1.[CH3:20][O:21][C:22]1[CH:27]=[CH:26][CH:25]=[CH:24][C:23]=1B(O)O. (4) Given the product [C:1]1([NH:7][C:8]([N:10]2[CH2:15][CH2:14][N:13]([CH2:20][C:19]3[CH:22]=[CH:23][CH:24]=[C:17]([I:16])[CH:18]=3)[CH2:12][CH2:11]2)=[O:9])[CH:6]=[CH:5][CH:4]=[CH:3][CH:2]=1, predict the reactants needed to synthesize it. The reactants are: [C:1]1([NH:7][C:8]([N:10]2[CH2:15][CH2:14][NH:13][CH2:12][CH2:11]2)=[O:9])[CH:6]=[CH:5][CH:4]=[CH:3][CH:2]=1.[I:16][C:17]1[CH:18]=[C:19]([CH:22]=[CH:23][CH:24]=1)[CH:20]=O.